The task is: Binary Classification. Given a drug SMILES string, predict its activity (active/inactive) in a high-throughput screening assay against a specified biological target.. This data is from HIV replication inhibition screening data with 41,000+ compounds from the AIDS Antiviral Screen. (1) The molecule is CC1(C)C(CO)C(CO)C1n1cnc2c(N)ncnc21. The result is 0 (inactive). (2) The molecule is COc1ccc2c(c1OC)OC1CNc3cc(C)c(C)cc3N=C1C2. The result is 0 (inactive). (3) The molecule is COC(=O)c1c(C#N)c(N)nc2c1CCC2. The result is 0 (inactive). (4) The compound is Cc1ccc(C(=O)Cc2nc3c(nc2O)c(C)nn3-c2ccccc2)c(C)c1. The result is 0 (inactive). (5) The compound is COCc1cn(C2CC(F)C(CO)O2)c(=O)[nH]c1=N. The result is 0 (inactive).